From a dataset of Forward reaction prediction with 1.9M reactions from USPTO patents (1976-2016). Predict the product of the given reaction. (1) Given the reactants C(=O)([O-])[O-].[Cs+].[Cs+].[C:7]([C:10]1[CH:19]=[CH:18][C:13]2[NH:14][C:15](=[O:17])[S:16][C:12]=2[CH:11]=1)(=[O:9])[CH3:8].[CH3:20][O:21][CH2:22]Cl.CCOC(C)=O, predict the reaction product. The product is: [C:7]([C:10]1[CH:19]=[CH:18][C:13]2[N:14]([CH2:20][O:21][CH3:22])[C:15](=[O:17])[S:16][C:12]=2[CH:11]=1)(=[O:9])[CH3:8]. (2) Given the reactants Br[C:2]1[N:6]2[N:7]=[C:8]([Cl:11])[CH:9]=[CH:10][C:5]2=[N:4][CH:3]=1.[CH2:12]([O:14][C:15]1[C:20]2[CH:21]=[C:22]([Sn](CCCC)(CCCC)CCCC)[O:23][C:19]=2[CH:18]=[CH:17][N:16]=1)[CH3:13].ClCCl.CO, predict the reaction product. The product is: [Cl:11][C:8]1[CH:9]=[CH:10][C:5]2[N:6]([C:2]([C:22]3[O:23][C:19]4[CH:18]=[CH:17][N:16]=[C:15]([O:14][CH2:12][CH3:13])[C:20]=4[CH:21]=3)=[CH:3][N:4]=2)[N:7]=1. (3) Given the reactants FC1C=C(C[C@H:10]([NH:31][C:32](=[O:38])[O:33][C:34](C)(C)[CH3:35])C2C(C3C=NC(NN)=CC=3)=CC=C(C#CC(O)(C)C)N=2)C=C(F)C=1.[Br:39][C:40]1[C:41]([NH:47][NH2:48])=[N:42][C:43]([Cl:46])=[CH:44][CH:45]=1, predict the reaction product. The product is: [Br:39][C:40]1[C:41]2[N:42]([C:10]([NH:31][C:32](=[O:38])[O:33][CH2:34][CH3:35])=[N:48][N:47]=2)[C:43]([Cl:46])=[CH:44][CH:45]=1. (4) Given the reactants [CH3:1][C:2]1[CH:11]=[CH:10][C:9]2[C:4](=[CH:5][CH:6]=[CH:7][C:8]=2[N:12]2[CH2:17][CH2:16][N:15]([CH2:18][CH2:19][C:20]3[CH:25]=[CH:24][CH:23]=[C:22]([N+]([O-])=O)[CH:21]=3)[CH2:14][CH2:13]2)[N:3]=1.CC1C=CC2C(=CC=CC=2N2CCNCC2)N=1.CS(OCCC1C=CC=C([Br:59])C=1)(=O)=O, predict the reaction product. The product is: [Br:59][C:22]1[CH:21]=[C:20]([CH2:19][CH2:18][N:15]2[CH2:14][CH2:13][N:12]([C:8]3[CH:7]=[CH:6][CH:5]=[C:4]4[C:9]=3[CH:10]=[CH:11][C:2]([CH3:1])=[N:3]4)[CH2:17][CH2:16]2)[CH:25]=[CH:24][CH:23]=1. (5) Given the reactants [NH2:1][N:2]1[CH2:10][C:9]2[C:4](=[C:5]([N+:11]([O-:13])=[O:12])[CH:6]=[CH:7][CH:8]=2)[C:3]1=[O:14].[CH2:15]([O:22][CH2:23][C:24](Cl)=[O:25])[C:16]1[CH:21]=[CH:20][CH:19]=[CH:18][CH:17]=1.C(N(C(C)C)C(C)C)C.Cl, predict the reaction product. The product is: [CH2:15]([O:22][CH2:23][C:24]([NH:1][N:2]1[CH2:10][C:9]2[C:4](=[C:5]([N+:11]([O-:13])=[O:12])[CH:6]=[CH:7][CH:8]=2)[C:3]1=[O:14])=[O:25])[C:16]1[CH:21]=[CH:20][CH:19]=[CH:18][CH:17]=1. (6) Given the reactants Cl.[NH2:2][C:3]([CH3:10])([CH2:8][OH:9])[C:4]([O:6][CH3:7])=[O:5].C(#N)C.C(=O)([O-])O.[Na+].[C:19](O[C:19]([O:21][C:22]([CH3:25])([CH3:24])[CH3:23])=[O:20])([O:21][C:22]([CH3:25])([CH3:24])[CH3:23])=[O:20], predict the reaction product. The product is: [C:22]([O:21][C:19]([NH:2][C:3]([CH3:10])([CH2:8][OH:9])[C:4]([O:6][CH3:7])=[O:5])=[O:20])([CH3:25])([CH3:24])[CH3:23]. (7) Given the reactants [CH:1]1([CH2:7][CH2:8][CH2:9][C:10]2[CH:11]=[C:12]([CH2:16][OH:17])[CH:13]=[CH:14][CH:15]=2)[CH2:6][CH2:5][CH2:4][CH2:3][CH2:2]1, predict the reaction product. The product is: [CH:1]1([CH2:7][CH2:8][CH2:9][C:10]2[CH:11]=[C:12]([CH:13]=[CH:14][CH:15]=2)[CH:16]=[O:17])[CH2:6][CH2:5][CH2:4][CH2:3][CH2:2]1.